From a dataset of Full USPTO retrosynthesis dataset with 1.9M reactions from patents (1976-2016). Predict the reactants needed to synthesize the given product. (1) Given the product [O:33]=[C:28]1[NH:27][CH2:32][CH2:31][N:30]([C:2]2[N:11]=[C:10]([NH:12][CH2:13][C@H:14]3[CH2:19][CH2:18][CH2:17][N:16]([C:20]([O:22][C:23]([CH3:26])([CH3:25])[CH3:24])=[O:21])[CH2:15]3)[C:5]3=[N:6][CH:7]=[CH:8][N:9]=[C:4]3[CH:3]=2)[CH2:29]1, predict the reactants needed to synthesize it. The reactants are: Cl[C:2]1[N:11]=[C:10]([NH:12][CH2:13][C@H:14]2[CH2:19][CH2:18][CH2:17][N:16]([C:20]([O:22][C:23]([CH3:26])([CH3:25])[CH3:24])=[O:21])[CH2:15]2)[C:5]2=[N:6][CH:7]=[CH:8][N:9]=[C:4]2[CH:3]=1.[NH:27]1[CH2:32][CH2:31][NH:30][CH2:29][C:28]1=[O:33].CCN(C(C)C)C(C)C. (2) Given the product [CH3:12][O:11][C:9]([N:3]1[CH2:4][CH:5]=[CH:2][CH2:1]1)=[O:10], predict the reactants needed to synthesize it. The reactants are: [CH2:1]([N:3](CC)[CH2:4][CH3:5])[CH3:2].Cl[C:9]([O:11][CH3:12])=[O:10]. (3) Given the product [Cl:1][CH2:2][CH2:3][CH2:4][CH2:5][N:6]1[C:14]([O:15][CH3:16])=[N:13][C:12]2[C:7]1=[N:8][C:9]([O:18][CH:19]1[CH2:22][CH2:21][CH2:20]1)=[N:10][C:11]=2[NH2:17], predict the reactants needed to synthesize it. The reactants are: [Cl:1][CH2:2][CH2:3][CH2:4][CH2:5][N:6]1[C:14]([O:15][CH3:16])=[N:13][C:12]2[C:7]1=[N:8][C:9]([O:18][C@@H:19]([CH3:22])[CH2:20][CH3:21])=[N:10][C:11]=2[NH2:17].FC(F)(F)C(O)=O.C1(OC2NC(N)=C3C(N=2)=NC(OC)=N3)CCC1.BrCCCCCl.